Dataset: Reaction yield outcomes from USPTO patents with 853,638 reactions. Task: Predict the reaction yield, written as a fraction of the theoretical maximum amount of product (1.0 means a 100% yield; for example, 0.34 means a 34% yield). (1) The reactants are [CH3:1][O:2][C:3]1[CH:4]=[C:5]([C:9]2[C:13]([CH3:14])=[C:12]([NH2:15])[N:11]([C:16]3[CH:21]=[CH:20][CH:19]=[CH:18][CH:17]=3)[N:10]=2)[CH:6]=[N:7][CH:8]=1.C1(C2C=CC([CH2:31][O:32]C)=CC=2CN)CC1.[CH3:36][O:37][CH2:38][C:39]1[CH:40]=[CH:41][C:42]([O:47][C:48]([F:51])([F:50])[F:49])=[C:43]([CH2:45][NH2:46])[CH:44]=1. No catalyst specified. The product is [CH3:36][O:37][CH2:38][C:39]1[CH:40]=[CH:41][C:42]([O:47][C:48]([F:49])([F:50])[F:51])=[C:43]([CH:44]=1)[CH2:45][NH:46][C:31]([NH:15][C:12]1[N:11]([C:16]2[CH:21]=[CH:20][CH:19]=[CH:18][CH:17]=2)[N:10]=[C:9]([C:5]2[CH:6]=[N:7][CH:8]=[C:3]([O:2][CH3:1])[CH:4]=2)[C:13]=1[CH3:14])=[O:32]. The yield is 0.490. (2) The reactants are [NH2:1][C@H:2]([C:8]([OH:10])=[O:9])[CH2:3][CH2:4][C:5](=[O:7])N.[OH-:11].[K+].[C:13](Cl)(=[O:24])[CH2:14][CH2:15][CH2:16][CH2:17][CH2:18][CH2:19][CH2:20][CH2:21][CH:22]=[CH2:23].Cl. The catalyst is O.C1COCC1. The product is [C:13]([NH:1][C@H:2]([C:8]([OH:10])=[O:9])[CH2:3][CH2:4][C:5]([OH:11])=[O:7])(=[O:24])[CH2:14][CH2:15][CH2:16][CH2:17][CH2:18][CH2:19][CH2:20][CH2:21][CH:22]=[CH2:23]. The yield is 0.300. (3) The reactants are [OH:1][CH2:2][C@@H:3]1[C@@H:7]([CH2:8][OH:9])[O:6][CH:5]([CH2:10][C:11]2[C:12]([C:19]3[CH:24]=[CH:23][CH:22]=[CH:21][CH:20]=3)=[C:13]([OH:18])[CH:14]=[C:15]([OH:17])[CH:16]=2)[O:4]1.[Cl:25]([O-])=O.[Na+].S(=O)(=O)(O)N.C(=O)([O-])O.[Na+].S([O-])([O-])(=O)=S.[Na+].[Na+]. The catalyst is O1CCCC1. The product is [OH:1][CH2:2][C@@H:3]1[C@@H:7]([CH2:8][OH:9])[O:6][CH:5]([CH2:10][C:11]2[C:12]([C:19]3[CH:24]=[CH:23][CH:22]=[CH:21][CH:20]=3)=[C:13]([OH:18])[CH:14]=[C:15]([OH:17])[C:16]=2[Cl:25])[O:4]1. The yield is 0.260. (4) The reactants are [CH3:1][O:2][CH:3]1[CH2:6][N:5]([C:7]([C:9]2[CH:18]=[CH:17][C:16]3[C:11](=[C:12]([C:19]4[CH:24]=[CH:23][C:22]([C:25]5[CH:26]=[N:27][N:28]([CH3:30])[CH:29]=5)=[CH:21][CH:20]=4)[CH:13]=[N:14][CH:15]=3)[N:10]=2)=[O:8])[CH2:4]1.ClC1C=C(C=CC=1)C(OO)=[O:36]. The catalyst is C(Cl)Cl.[OH-].[Na+]. The product is [CH3:1][O:2][CH:3]1[CH2:6][N:5]([C:7]([C:9]2[CH:18]=[CH:17][C:16]3[C:11](=[C:12]([C:19]4[CH:20]=[CH:21][C:22]([C:25]5[CH:26]=[N:27][N:28]([CH3:30])[CH:29]=5)=[CH:23][CH:24]=4)[CH:13]=[N+:14]([O-:36])[CH:15]=3)[N:10]=2)=[O:8])[CH2:4]1. The yield is 0.670. (5) The reactants are [Br:1][C:2]1[CH:7]=[CH:6][C:5]([CH2:8][C:9]([OH:11])=O)=[C:4]([F:12])[CH:3]=1.[NH2:13][C:14]1[CH:19]=[CH:18][C:17]([CH2:20][C:21]([CH3:28])([CH3:27])[C:22]([O:24][CH2:25][CH3:26])=[O:23])=[C:16]([C:29]([F:32])([F:31])[F:30])[CH:15]=1.CN(C(ON1N=NC2C=CC=NC1=2)=[N+](C)C)C.F[P-](F)(F)(F)(F)F.CCN(CC)CC. The catalyst is C(Cl)Cl. The product is [Br:1][C:2]1[CH:7]=[CH:6][C:5]([CH2:8][C:9]([NH:13][C:14]2[CH:19]=[CH:18][C:17]([CH2:20][C:21]([CH3:27])([CH3:28])[C:22]([O:24][CH2:25][CH3:26])=[O:23])=[C:16]([C:29]([F:30])([F:31])[F:32])[CH:15]=2)=[O:11])=[C:4]([F:12])[CH:3]=1. The yield is 0.780. (6) The reactants are Cl.[CH:2]1([C:8]2[CH:13]=[CH:12][N:11]([CH2:14][CH2:15][C:16]([CH3:31])([S:27]([CH3:30])(=[O:29])=[O:28])[C:17]([NH:19][O:20]C3CCCCO3)=[O:18])[C:10](=[O:32])[CH:9]=2)[CH2:7][CH2:6][CH2:5][CH2:4][CH2:3]1.CO. The catalyst is O1CCOCC1.ClCCl. The product is [CH:2]1([C:8]2[CH:13]=[CH:12][N:11]([CH2:14][CH2:15][C:16]([CH3:31])([S:27]([CH3:30])(=[O:29])=[O:28])[C:17]([NH:19][OH:20])=[O:18])[C:10](=[O:32])[CH:9]=2)[CH2:7][CH2:6][CH2:5][CH2:4][CH2:3]1. The yield is 0.586.